Dataset: TCR-epitope binding with 47,182 pairs between 192 epitopes and 23,139 TCRs. Task: Binary Classification. Given a T-cell receptor sequence (or CDR3 region) and an epitope sequence, predict whether binding occurs between them. (1) Result: 0 (the TCR does not bind to the epitope). The TCR CDR3 sequence is CASSYSRMTAEQETQYF. The epitope is YLKLTDNVYIK. (2) The epitope is HTTDPSFLGRY. The TCR CDR3 sequence is CASSDGQARNTGELFF. Result: 0 (the TCR does not bind to the epitope). (3) The epitope is KLSYGIATV. The TCR CDR3 sequence is CASSLGVGELFF. Result: 1 (the TCR binds to the epitope). (4) The epitope is SLVKPSFYV. The TCR CDR3 sequence is CASSQDTEPDTQYF. Result: 1 (the TCR binds to the epitope). (5) The TCR CDR3 sequence is CASGELNTGELFF. The epitope is FIAGLIAIV. Result: 1 (the TCR binds to the epitope). (6) The epitope is RAKFKQLL. The TCR CDR3 sequence is CASRGDGDQPQHF. Result: 1 (the TCR binds to the epitope). (7) The epitope is SFHSLHLLF. The TCR CDR3 sequence is CASSHGSGRIYEQYF. Result: 0 (the TCR does not bind to the epitope). (8) The epitope is NEGVKAAW. Result: 1 (the TCR binds to the epitope). The TCR CDR3 sequence is CASSLMGGAHYGYTF. (9) Result: 0 (the TCR does not bind to the epitope). The TCR CDR3 sequence is CASSSLTSGRAAAKNIQYF. The epitope is VTIAEILLI. (10) The epitope is PROT_97E67BCC. The TCR CDR3 sequence is CASSPAGFEQYF. Result: 0 (the TCR does not bind to the epitope).